From a dataset of Catalyst prediction with 721,799 reactions and 888 catalyst types from USPTO. Predict which catalyst facilitates the given reaction. (1) Reactant: [CH3:1][C:2]([CH3:36])([CH3:35])/[CH:3]=[CH:4]/[C:5]1[CH:9]=[C:8]([C:10]([NH:12][S:13]([C:16]2[CH:21]=[CH:20][CH:19]=[C:18]([N+:22]([O-])=O)[CH:17]=2)(=[O:15])=[O:14])=[O:11])[N:7]([CH2:25][C:26]2[C:31]([CH3:32])=[CH:30][C:29](C)=[CH:28][C:27]=2[CH3:34])[N:6]=1.[H][H]. Product: [NH2:22][C:18]1[CH:17]=[C:16]([S:13]([NH:12][C:10]([C:8]2[N:7]([CH2:25][C:26]3[C:27]([CH3:34])=[CH:28][CH:29]=[CH:30][C:31]=3[CH3:32])[N:6]=[C:5]([CH2:4][CH2:3][C:2]([CH3:36])([CH3:35])[CH3:1])[CH:9]=2)=[O:11])(=[O:15])=[O:14])[CH:21]=[CH:20][CH:19]=1. The catalyst class is: 43. (2) Reactant: CC1C=CC(S(O[CH2:12][CH2:13][CH2:14][CH2:15][O:16][C:17]2[N:22]=[C:21]3[N:23]([CH2:26][C:27]4[CH:32]=[CH:31][C:30]([O:33][CH3:34])=[CH:29][CH:28]=4)[N:24]=[CH:25][C:20]3=[CH:19][CH:18]=2)(=O)=O)=CC=1.[Cl:35][C:36]1[C:41]([Cl:42])=[CH:40][CH:39]=[CH:38][C:37]=1[N:43]1[CH2:48][CH2:47][NH:46][CH2:45][CH2:44]1.C(=O)([O-])[O-].[K+].[K+]. Product: [Cl:35][C:36]1[C:41]([Cl:42])=[CH:40][CH:39]=[CH:38][C:37]=1[N:43]1[CH2:48][CH2:47][N:46]([CH2:12][CH2:13][CH2:14][CH2:15][O:16][C:17]2[N:22]=[C:21]3[N:23]([CH2:26][C:27]4[CH:32]=[CH:31][C:30]([O:33][CH3:34])=[CH:29][CH:28]=4)[N:24]=[CH:25][C:20]3=[CH:19][CH:18]=2)[CH2:45][CH2:44]1. The catalyst class is: 371. (3) The catalyst class is: 11. Product: [Cl:1][C:2]1[C:3]2[CH:16]3[N:22]([C:23]([O:24][C:25]([CH3:28])([CH3:27])[CH3:26])=[O:29])[CH2:21][CH2:20][CH2:19][N:18]3[C:9](=[O:15])[NH:8][C:4]=2[N:5]=[CH:6][CH:7]=1. Reactant: [Cl:1][C:2]1[CH:7]=[CH:6][N:5]=[C:4]([NH:8][C:9](=[O:15])OC(C)(C)C)[C:3]=1[CH:16]=O.[NH2:18][CH2:19][CH2:20][CH2:21][NH:22][C:23](=[O:29])[O:24][C:25]([CH3:28])([CH3:27])[CH3:26].CC(O)=O. (4) Reactant: [Br:1][C:2]1[CH:3]=[C:4]2[C:9](=[CH:10][CH:11]=1)[NH:8][C:7](=[O:12])[N:6]([CH3:13])[CH:5]2[C:14]1[CH:19]=[CH:18][CH:17]=[CH:16][CH:15]=1.[H-].[Na+].[CH3:22]I.O. Product: [Br:1][C:2]1[CH:3]=[C:4]2[C:9](=[CH:10][CH:11]=1)[N:8]([CH3:22])[C:7](=[O:12])[N:6]([CH3:13])[CH:5]2[C:14]1[CH:15]=[CH:16][CH:17]=[CH:18][CH:19]=1. The catalyst class is: 3. (5) Reactant: Cl[C:2]1[N:11]=[C:10]([N:12]2[CH2:17][CH2:16][O:15][CH2:14][CH2:13]2)[C:9]2[C:4](=[CH:5][C:6]([C:18]3[CH:19]=[C:20]([CH:22]=[CH:23][CH:24]=3)[NH2:21])=[CH:7][CH:8]=2)[N:3]=1.[C:25]([O:29][C:30]([NH:32][C:33]1[N:38]=[CH:37][C:36](B(O)O)=[CH:35][N:34]=1)=[O:31])([CH3:28])([CH3:27])[CH3:26].P([O-])([O-])([O-])=O.[K+].[K+].[K+].O1CCOCC1. Product: [NH2:21][C:20]1[CH:19]=[C:18]([C:6]2[CH:5]=[C:4]3[C:9]([C:10]([N:12]4[CH2:17][CH2:16][O:15][CH2:14][CH2:13]4)=[N:11][C:2]([C:36]4[CH:37]=[N:38][C:33]([NH:32][C:30](=[O:31])[O:29][C:25]([CH3:27])([CH3:26])[CH3:28])=[N:34][CH:35]=4)=[N:3]3)=[CH:8][CH:7]=2)[CH:24]=[CH:23][CH:22]=1. The catalyst class is: 103. (6) Reactant: C([O:3][C:4](=[O:28])[CH:5]([C:8]1[CH:13]=[CH:12][C:11]([C:14]2[CH:19]=[CH:18][C:17]([C:20]([F:23])([F:22])[F:21])=[CH:16][CH:15]=2)=[C:10]([S:24][CH:25]([CH3:27])[CH3:26])[CH:9]=1)[CH2:6][CH3:7])C.[OH-].[K+]. Product: [CH:25]([S:24][C:10]1[CH:9]=[C:8]([CH:5]([CH2:6][CH3:7])[C:4]([OH:28])=[O:3])[CH:13]=[CH:12][C:11]=1[C:14]1[CH:15]=[CH:16][C:17]([C:20]([F:23])([F:21])[F:22])=[CH:18][CH:19]=1)([CH3:26])[CH3:27]. The catalyst class is: 8.